From a dataset of Reaction yield outcomes from USPTO patents with 853,638 reactions. Predict the reaction yield, written as a fraction of the theoretical maximum amount of product (1.0 means a 100% yield; for example, 0.34 means a 34% yield). (1) The product is [CH:11]([N:7]1[C:8]2[C:4](=[CH:3][CH:2]=[CH:10][CH:9]=2)[CH:5]=[CH:6]1)([C:18]1[CH:23]=[CH:22][CH:21]=[CH:20][CH:19]=1)[C:12]1[CH:13]=[CH:14][CH:15]=[CH:16][CH:17]=1. The catalyst is CN(C=O)C. The reactants are Cl[C:2]1[CH:3]=[C:4]2[C:8](=[CH:9][CH:10]=1)[N:7]([CH:11]([C:18]1[CH:23]=[CH:22][CH:21]=[CH:20][CH:19]=1)[C:12]1[CH:17]=[CH:16][CH:15]=[CH:14][CH:13]=1)[C:6](CCNS(CC1C(Br)=CC=CC=1Br)(=O)=O)=[C:5]2CCCC1C=CC(C(O)=O)=CC=1.[H-].[Na+].C(Br)(C1C=CC=CC=1)C1C=CC=CC=1.O. The yield is 0.590. (2) The reactants are [Br:1][C:2]1[CH:3]=[C:4]2[C:11]3([C:15](=[O:16])[N:14]([CH3:17])[C:13](SC)=[N:12]3)[CH2:10][CH:9]([C:20]3[CH:25]=[CH:24][CH:23]=[C:22]([F:26])[C:21]=3[F:27])[O:8][C:5]2=[CH:6][CH:7]=1.[NH4+:28].[I-].N.CCO. No catalyst specified. The product is [NH2:28][C:13]1[N:14]([CH3:17])[C:15](=[O:16])[C:11]2([C:4]3[C:5](=[CH:6][CH:7]=[C:2]([Br:1])[CH:3]=3)[O:8][CH:9]([C:20]3[CH:25]=[CH:24][CH:23]=[C:22]([F:26])[C:21]=3[F:27])[CH2:10]2)[N:12]=1. The yield is 0.600.